Dataset: Forward reaction prediction with 1.9M reactions from USPTO patents (1976-2016). Task: Predict the product of the given reaction. The product is: [CH3:14][N:15]([CH:17]=[C:9]1[CH2:8][CH2:7][C:5]2[N:6]=[C:2]([N:1]=[CH:14][N:15]([CH3:17])[CH3:16])[S:3][C:4]=2[C:10]1=[O:11])[CH3:16]. Given the reactants [NH2:1][C:2]1[S:3][C:4]2[C:10](=[O:11])[CH2:9][CH2:8][CH2:7][C:5]=2[N:6]=1.CO[CH:14](OC)[N:15]([CH3:17])[CH3:16], predict the reaction product.